Task: Predict which catalyst facilitates the given reaction.. Dataset: Catalyst prediction with 721,799 reactions and 888 catalyst types from USPTO Reactant: [CH3:1][C:2]1[CH:7]=[C:6]([N+:8]([O-])=O)[CH:5]=[CH:4][C:3]=1[C:11]1[CH2:16][CH2:15][N:14]([C:17]([O:19][C:20]([CH3:23])([CH3:22])[CH3:21])=[O:18])[CH2:13][CH:12]=1. Product: [NH2:8][C:6]1[CH:5]=[CH:4][C:3]([CH:11]2[CH2:16][CH2:15][N:14]([C:17]([O:19][C:20]([CH3:22])([CH3:21])[CH3:23])=[O:18])[CH2:13][CH2:12]2)=[C:2]([CH3:1])[CH:7]=1. The catalyst class is: 394.